Dataset: Reaction yield outcomes from USPTO patents with 853,638 reactions. Task: Predict the reaction yield, written as a fraction of the theoretical maximum amount of product (1.0 means a 100% yield; for example, 0.34 means a 34% yield). The reactants are [Cl-].[Cl:2][C:3]1[C:12]2[C:7](=[CH:8][CH:9]=[CH:10][CH:11]=2)[CH:6]=[CH:5][C:4]=1[O:13][CH2:14][CH2:15][NH3+:16].[CH3:17][C:18]1[O:22][C:21]([CH:23]=O)=[CH:20][CH:19]=1. No catalyst specified. The product is [Cl-:2].[Cl:2][C:3]1[C:12]2[C:7](=[CH:8][CH:9]=[CH:10][CH:11]=2)[CH:6]=[CH:5][C:4]=1[O:13][CH2:14][CH2:15][NH2+:16][CH2:23][C:21]1[O:22][C:18]([CH3:17])=[CH:19][CH:20]=1. The yield is 0.700.